Dataset: Reaction yield outcomes from USPTO patents with 853,638 reactions. Task: Predict the reaction yield, written as a fraction of the theoretical maximum amount of product (1.0 means a 100% yield; for example, 0.34 means a 34% yield). (1) The reactants are [NH2:1][C@@H:2]([CH2:27][C:28]1[CH:33]=[CH:32][CH:31]=[CH:30][CH:29]=1)[C@@H:3]([OH:26])[CH2:4][C@@H:5]([NH:13][C:14]([C@@H:16]([NH:21][C:22](=[O:25])[O:23][CH3:24])[C:17]([CH3:20])([CH3:19])[CH3:18])=[O:15])[CH2:6][C:7]1[CH:12]=[CH:11][CH:10]=[CH:9][CH:8]=1.FC(F)(F)C(O)=O.[CH3:41][C@@H:42]([CH2:65][CH3:66])[C@H:43]([N:47]1[CH2:51][CH2:50][N:49]([CH2:52][C:53]2[N:54]=[C:55]([C:58]3[CH:63]=[CH:62][CH:61]=[CH:60][N:59]=3)[S:56][CH:57]=2)[C:48]1=[O:64])[C:44](O)=[O:45].CCN=C=NCCCN(C)C.C1C=CC2N(O)N=NC=2C=1.CN1CCOCC1. The catalyst is CN(C=O)C. The product is [CH2:6]([C@H:5]([NH:13][C:14]([C@@H:16]([NH:21][C:22](=[O:25])[O:23][CH3:24])[C:17]([CH3:20])([CH3:19])[CH3:18])=[O:15])[CH2:4][C@H:3]([OH:26])[C@@H:2]([NH:1][C:44](=[O:45])[C@@H:43]([N:47]1[CH2:51][CH2:50][N:49]([CH2:52][C:53]2[N:54]=[C:55]([C:58]3[CH:63]=[CH:62][CH:61]=[CH:60][N:59]=3)[S:56][CH:57]=2)[C:48]1=[O:64])[CH:42]([CH3:41])[CH2:65][CH3:66])[CH2:27][C:28]1[CH:29]=[CH:30][CH:31]=[CH:32][CH:33]=1)[C:7]1[CH:12]=[CH:11][CH:10]=[CH:9][CH:8]=1. The yield is 0.630. (2) The reactants are [Cl:1][C:2]1[CH:7]=[CH:6][N:5]=[C:4]([NH2:8])[CH:3]=1.[I:9]N1C(=O)CCC1=O. The catalyst is C(O)(=O)C. The product is [Cl:1][C:2]1[C:7]([I:9])=[CH:6][N:5]=[C:4]([NH2:8])[CH:3]=1. The yield is 0.670. (3) The reactants are N([O-])=O.[Na+].[F:5][C:6]1[CH:7]=[N:8][CH:9]=[CH:10][C:11]=1[C:12]1[N:13]=[CH:14][C:15](N)=[N:16][C:17]=1[C:18]1[CH:19]=[N:20][CH:21]=[CH:22][CH:23]=1.S(=O)(=O)(O)[OH:26].[OH-].[Na+]. The catalyst is O. The product is [F:5][C:6]1[CH:7]=[N:8][CH:9]=[CH:10][C:11]=1[C:12]1[N:13]=[CH:14][C:15](=[O:26])[NH:16][C:17]=1[C:18]1[CH:19]=[N:20][CH:21]=[CH:22][CH:23]=1. The yield is 0.990. (4) The reactants are [NH2:1][C:2]1[C:3]2[C:10](Br)=[CH:9][N:8]([CH:12]3[CH2:17][CH2:16][N:15]([C:18]([O:20][C:21]([CH3:24])([CH3:23])[CH3:22])=[O:19])[CH2:14][CH2:13]3)[C:4]=2[N:5]=[CH:6][N:7]=1.[F:25][C:26]1[CH:31]=[CH:30][C:29]([F:32])=[CH:28][C:27]=1[CH2:33][C:34]([N:36]1[C:44]2[C:39](=[CH:40][C:41](B3OC(C)(C)C(C)(C)O3)=[CH:42][CH:43]=2)[CH2:38][CH2:37]1)=[O:35].C([O-])(O)=O.[Na+]. The catalyst is O1CCOCC1.C1C=CC([P]([Pd]([P](C2C=CC=CC=2)(C2C=CC=CC=2)C2C=CC=CC=2)([P](C2C=CC=CC=2)(C2C=CC=CC=2)C2C=CC=CC=2)[P](C2C=CC=CC=2)(C2C=CC=CC=2)C2C=CC=CC=2)(C2C=CC=CC=2)C2C=CC=CC=2)=CC=1. The product is [NH2:1][C:2]1[C:3]2[C:10]([C:41]3[CH:40]=[C:39]4[C:44](=[CH:43][CH:42]=3)[N:36]([C:34](=[O:35])[CH2:33][C:27]3[CH:28]=[C:29]([F:32])[CH:30]=[CH:31][C:26]=3[F:25])[CH2:37][CH2:38]4)=[CH:9][N:8]([CH:12]3[CH2:17][CH2:16][N:15]([C:18]([O:20][C:21]([CH3:24])([CH3:23])[CH3:22])=[O:19])[CH2:14][CH2:13]3)[C:4]=2[N:5]=[CH:6][N:7]=1. The yield is 0.780. (5) The reactants are Br[C:2]1[CH:9]=[C:8]([F:10])[C:5]([CH:6]=[O:7])=[C:4]([F:11])[CH:3]=1.[CH3:12][C:13]1([CH3:22])[C:17]([CH3:19])([CH3:18])[O:16][B:15]([CH:20]=[CH2:21])[O:14]1. No catalyst specified. The product is [F:10][C:8]1[CH:9]=[C:2](/[CH:21]=[CH:20]/[B:15]2[O:16][C:17]([CH3:19])([CH3:18])[C:13]([CH3:22])([CH3:12])[O:14]2)[CH:3]=[C:4]([F:11])[C:5]=1[CH:6]=[O:7]. The yield is 0.760.